Dataset: Catalyst prediction with 721,799 reactions and 888 catalyst types from USPTO. Task: Predict which catalyst facilitates the given reaction. (1) Reactant: [CH3:1][NH:2][C:3]1[N:12]=[CH:11][C:10]2[C:5](=[CH:6][CH:7]=[C:8](B3OC(C)(C)C(C)(C)O3)[CH:9]=2)[N:4]=1.C(=O)([O-])[O-].[K+].[K+].Br[C:29]1[C:38]([CH3:39])=[CH:37][CH:36]=[C:35]2[C:30]=1[CH:31]=[N:32][N:33]=[CH:34]2. Product: [CH3:1][NH:2][C:3]1[N:12]=[CH:11][C:10]2[C:5](=[CH:6][CH:7]=[C:8]([C:29]3[C:38]([CH3:39])=[CH:37][CH:36]=[C:35]4[C:30]=3[CH:31]=[N:32][N:33]=[CH:34]4)[CH:9]=2)[N:4]=1. The catalyst class is: 710. (2) Reactant: C(=O)([O-])[O-].[K+].[K+].[NH2:7][C:8]1[N:16]=[C:15]2[C:11]([N:12]=[CH:13][NH:14]2)=[C:10]([Cl:17])[N:9]=1.[CH3:18][O:19][C:20]1[CH:25]=[CH:24][C:23]([CH2:26]Cl)=[CH:22][CH:21]=1. Product: [NH2:7][C:8]1[N:16]=[C:15]2[C:11]([N:12]=[CH:13][N:14]2[CH2:26][C:23]2[CH:24]=[CH:25][C:20]([O:19][CH3:18])=[CH:21][CH:22]=2)=[C:10]([Cl:17])[N:9]=1. The catalyst class is: 3. (3) Reactant: Cl[CH2:2][C:3]1[CH:4]=[CH:5][C:6]2[N:10]=[C:9]([CH2:11][CH2:12][CH2:13][CH2:14][N:15]([CH2:19][CH2:20][CH3:21])[CH2:16][CH2:17][CH3:18])[N:8](S(C3C=CC(C)=CC=3)(=O)=O)[C:7]=2[CH:32]=1.C1(=O)[NH:37]C(=O)C2=CC=CC=C12.[K]. Product: [NH2:37][CH2:2][C:3]1[CH:4]=[CH:5][C:6]2[N:10]=[C:9]([CH2:11][CH2:12][CH2:13][CH2:14][N:15]([CH2:19][CH2:20][CH3:21])[CH2:16][CH2:17][CH3:18])[NH:8][C:7]=2[CH:32]=1. The catalyst class is: 3. (4) Reactant: C(OC(=O)[NH:7][C:8]1[CH:13]=[C:12]([Cl:14])[C:11]([C:15]2[S:16][C:17]3[C:18]([NH:24][C:25]4[CH:30]=[C:29]([CH3:31])[N:28]=[CH:27][N:26]=4)=[N:19][CH:20]=[CH:21][C:22]=3[N:23]=2)=[C:10]([Cl:32])[CH:9]=1)(C)(C)C.C(OC(=O)NC1C=C(Cl)C(C2SC3C(Cl)=NC=CC=3N=2)=C(Cl)C=1)(C)(C)C.CC1N=CN=C(N)C=1.CC1(C)C2C(=C(P(C3C=CC=CC=3)C3C=CC=CC=3)C=CC=2)OC2C(P(C3C=CC=CC=3)C3C=CC=CC=3)=CC=CC1=2.C([O-])([O-])=O.[Cs+].[Cs+]. Product: [NH2:7][C:8]1[CH:9]=[C:10]([Cl:32])[C:11]([C:15]2[S:16][C:17]3[C:18]([NH:24][C:25]4[CH:30]=[C:29]([CH3:31])[N:28]=[CH:27][N:26]=4)=[N:19][CH:20]=[CH:21][C:22]=3[N:23]=2)=[C:12]([Cl:14])[CH:13]=1. The catalyst class is: 62.